From a dataset of Catalyst prediction with 721,799 reactions and 888 catalyst types from USPTO. Predict which catalyst facilitates the given reaction. (1) Reactant: Br[CH2:2][C:3]1[CH:8]=[CH:7][C:6]([B:9]2[O:13][C:12]([CH3:15])([CH3:14])[C:11]([CH3:17])([CH3:16])[O:10]2)=[CH:5][CH:4]=1.C(=O)([O-])[O-].[K+].[K+].CN(C)C=O.[NH:29]1[CH2:33][CH2:32][CH2:31][CH2:30]1. Product: [CH3:16][C:11]1([CH3:17])[C:12]([CH3:15])([CH3:14])[O:13][B:9]([C:6]2[CH:7]=[CH:8][C:3]([CH2:2][N:29]3[CH2:33][CH2:32][CH2:31][CH2:30]3)=[CH:4][CH:5]=2)[O:10]1. The catalyst class is: 28. (2) Reactant: [CH:1]1[CH:6]=[CH:5][C:4]([CH2:7][O:8][C:9](Cl)=[O:10])=[CH:3][CH:2]=1.[CH3:12][NH:13][CH:14]1[CH2:19][CH2:18][N:17]([C:20]([O:22][C:23]([CH3:26])([CH3:25])[CH3:24])=[O:21])[CH2:16][CH2:15]1.C([O-])([O-])=O.[K+].[K+]. Product: [CH2:7]([O:8][C:9]([N:13]([CH3:12])[CH:14]1[CH2:15][CH2:16][N:17]([C:20]([O:22][C:23]([CH3:25])([CH3:24])[CH3:26])=[O:21])[CH2:18][CH2:19]1)=[O:10])[C:4]1[CH:5]=[CH:6][CH:1]=[CH:2][CH:3]=1. The catalyst class is: 2.